Dataset: Full USPTO retrosynthesis dataset with 1.9M reactions from patents (1976-2016). Task: Predict the reactants needed to synthesize the given product. (1) Given the product [CH:36]1([CH2:35][NH:34][CH2:17][C:13]2[CH:12]=[C:11]3[C:16](=[CH:15][CH:14]=2)[NH:8][C:9]([C:19]2[C:20]4[S:33][CH:32]=[CH:31][C:21]=4[NH:22][N:23]=2)=[CH:10]3)[CH2:41][CH2:40][CH2:39][CH2:38][CH2:37]1, predict the reactants needed to synthesize it. The reactants are: C(OC([N:8]1[C:16]2[C:11](=[CH:12][C:13]([CH:17]=O)=[CH:14][CH:15]=2)[CH:10]=[C:9]1[C:19]1[C:20]2[S:33][CH:32]=[CH:31][C:21]=2[N:22](C(OC(C)(C)C)=O)[N:23]=1)=O)(C)(C)C.[NH2:34][CH2:35][CH:36]1[CH2:41][CH2:40][CH2:39][CH2:38][CH2:37]1.C([BH3-])#N.C(OC(N1C2C(=CC(CNCC3CCCCC3)=CC=2)C=C1C1C2SC=CC=2N(C(OC(C)(C)C)=O)N=1)=O)(C)(C)C.C(OC(N1C2C(=CC(CNCC3CCCCC3)=CC=2)C=C1C1C2SC=CC=2NN=1)=O)(C)(C)C.C(OC(N1C2C=CSC=2C(C2NC3C(C=2)=CC(CNCC2CCCCC2)=CC=3)=N1)=O)(C)(C)C.FC(F)(F)C(O)=O. (2) Given the product [C:1]([O:4][C:5]1[CH:6]=[CH:7][C:8]([C:9]([NH:31][O:30][CH2:23][C:24]2[CH:29]=[CH:28][CH:27]=[CH:26][CH:25]=2)=[O:11])=[CH:12][CH:13]=1)(=[O:3])[CH3:2], predict the reactants needed to synthesize it. The reactants are: [C:1]([O:4][C:5]1[CH:13]=[CH:12][C:8]([C:9]([OH:11])=O)=[CH:7][CH:6]=1)(=[O:3])[CH3:2].ClCCl.C([O-])(O)=O.[Na+].Cl.[CH2:23]([O:30][NH2:31])[C:24]1[CH:29]=[CH:28][CH:27]=[CH:26][CH:25]=1. (3) Given the product [C:28]([C:27]1[C:26]([N+:23]([O-:25])=[O:24])=[CH:33][CH:32]=[CH:31][C:30]=1[O:1][CH:2]1[CH2:7][CH2:6][CH2:5][CH2:4][CH:3]1[O:8][C:9]1[CH:10]=[C:11]([CH:18]=[CH:19][C:20]=1[O:21][CH3:22])[C:12]([NH:14][CH:15]([CH3:16])[CH3:17])=[O:13])#[N:29], predict the reactants needed to synthesize it. The reactants are: [OH:1][CH:2]1[CH2:7][CH2:6][CH2:5][CH2:4][CH:3]1[O:8][C:9]1[CH:10]=[C:11]([CH:18]=[CH:19][C:20]=1[O:21][CH3:22])[C:12]([NH:14][CH:15]([CH3:17])[CH3:16])=[O:13].[N+:23]([C:26]1[CH:33]=[CH:32][CH:31]=[C:30]([N+]([O-])=O)[C:27]=1[C:28]#[N:29])([O-:25])=[O:24]. (4) Given the product [Br:1][C:2]1[CH:10]=[C:9]2[C:5]([C:6](=[O:12])[C:7](=[O:11])[N:8]2[CH3:13])=[CH:4][CH:3]=1, predict the reactants needed to synthesize it. The reactants are: [Br:1][C:2]1[CH:10]=[C:9]2[C:5]([C:6](=[O:12])[C:7](=[O:11])[NH:8]2)=[CH:4][CH:3]=1.[C:13](=O)([O-])[O-].[K+].[K+].S(OC)(OC)(=O)=O. (5) Given the product [NH2:9][C:6]1[C:5]2[C:24]([C:27]3[CH:28]=[C:29]4[C:33](=[CH:34][CH:35]=3)[N:32]([C:36](=[O:46])[CH2:37][C:38]3[CH:43]=[C:42]([F:44])[CH:41]=[CH:40][C:39]=3[F:45])[CH2:31][CH2:30]4)=[CH:25][O:26][C:4]=2[C:3]([C:1]#[N:2])=[CH:8][N:7]=1, predict the reactants needed to synthesize it. The reactants are: [C:1]([C:3]1[C:4]2[O:26][CH:25]=[C:24]([C:27]3[CH:28]=[C:29]4[C:33](=[CH:34][CH:35]=3)[N:32]([C:36](=[O:46])[CH2:37][C:38]3[CH:43]=[C:42]([F:44])[CH:41]=[CH:40][C:39]=3[F:45])[CH2:31][CH2:30]4)[C:5]=2[C:6]([N:9](C(OC(C)(C)C)=O)C(OC(C)(C)C)=O)=[N:7][CH:8]=1)#[N:2].Cl.O1CCOCC1. (6) Given the product [C:32]([C:16]1[S:15][C:14]([N:11]2[CH2:10][CH2:9][N:8]([C:6]([O:5][C:1]([CH3:2])([CH3:4])[CH3:3])=[O:7])[CH2:13][CH2:12]2)=[N:18][C:17]=1[C:19]1[CH:24]=[CH:23][C:22]([O:25][C:26]2[CH:27]=[CH:28][CH:29]=[CH:30][CH:31]=2)=[CH:21][CH:20]=1)(=[O:34])[NH2:36], predict the reactants needed to synthesize it. The reactants are: [C:1]([O:5][C:6]([N:8]1[CH2:13][CH2:12][N:11]([C:14]2[S:15][C:16]([C:32]([OH:34])=O)=[C:17]([C:19]3[CH:24]=[CH:23][C:22]([O:25][C:26]4[CH:31]=[CH:30][CH:29]=[CH:28][CH:27]=4)=[CH:21][CH:20]=3)[N:18]=2)[CH2:10][CH2:9]1)=[O:7])([CH3:4])([CH3:3])[CH3:2].C[N:36](C(ON1N=NC2C=CC=NC1=2)=[N+](C)C)C.F[P-](F)(F)(F)(F)F. (7) Given the product [C:35]([CH2:34][C:25]1[N:24]=[C:23]2[C:28]([NH:29][C:30](=[O:31])[N:22]2[C:3]2[CH:4]=[C:5]([O:10][CH2:11][C:12]3[C:17]([O:18][CH3:19])=[CH:16][CH:15]=[C:14]([F:20])[C:13]=3[F:21])[C:6]([O:8][CH3:9])=[CH:7][C:2]=2[Cl:1])=[C:27]([O:32][CH3:33])[N:26]=1)([OH:37])=[O:36], predict the reactants needed to synthesize it. The reactants are: [Cl:1][C:2]1[CH:7]=[C:6]([O:8][CH3:9])[C:5]([O:10][CH2:11][C:12]2[C:17]([O:18][CH3:19])=[CH:16][CH:15]=[C:14]([F:20])[C:13]=2[F:21])=[CH:4][C:3]=1[N:22]1[C:30](=[O:31])[NH:29][C:28]2[C:23]1=[N:24][C:25]([CH:34](C(OCC)=O)[C:35]([O:37]CC)=[O:36])=[N:26][C:27]=2[O:32][CH3:33].O.[OH-].[Li+].O1CCCC1.Cl. (8) Given the product [CH:4]12[O:7][CH:1]([CH2:6][CH2:5]1)[CH2:2][CH:3]2[C:8]([OH:10])=[O:9], predict the reactants needed to synthesize it. The reactants are: [CH:1]12[O:7][CH:4]([CH2:5][CH2:6]1)[CH:3]1[C:8]([O:10]C(=O)[CH:2]21)=[O:9]. (9) Given the product [F:1][C:2]1[CH:7]=[CH:6][C:5]([C:8]2[N:15]3[C:11]([CH2:12][CH2:13][CH2:14]3)=[C:10]([CH2:16][OH:17])[C:9]=2[C:21]2[CH:22]=[CH:23][N:24]=[CH:25][CH:26]=2)=[CH:4][CH:3]=1, predict the reactants needed to synthesize it. The reactants are: [F:1][C:2]1[CH:7]=[CH:6][C:5]([C:8]2[N:15]3[C:11]([CH2:12][CH2:13][CH2:14]3)=[C:10]([C:16](OCC)=[O:17])[C:9]=2[C:21]2[CH:26]=[CH:25][N:24]=[CH:23][CH:22]=2)=[CH:4][CH:3]=1.C1COCC1. (10) Given the product [NH2:8][C@H:9]([C:14]([OH:16])=[O:15])[C@H:10]([CH2:12][CH3:13])[CH3:11], predict the reactants needed to synthesize it. The reactants are: N1CC(=O)NC1=O.[NH2:8][C@@H:9]([C:14]([OH:16])=[O:15])[C@H:10]([CH2:12][CH3:13])[CH3:11].N1CC(=O)NC1=O.N[C@H](C(O)=O)[C@H](CC)C.N1CC(=O)NC1=O.C(N[C@H](C(O)=O)[C@H](CC)C)(=O)N.